This data is from Reaction yield outcomes from USPTO patents with 853,638 reactions. The task is: Predict the reaction yield, written as a fraction of the theoretical maximum amount of product (1.0 means a 100% yield; for example, 0.34 means a 34% yield). (1) The reactants are S.[Cl:2][C:3]1[CH:4]=[CH:5][C:6]([NH:9][C:10]([C:12]2[CH:17]=[CH:16][CH:15]=[CH:14][C:13]=2[NH:18][C:19]([C:21]2[CH:26]=[CH:25][C:24]([C:27]3[CH:32]=[CH:31][CH:30]=[CH:29][C:28]=3[C:33]#[N:34])=[CH:23][CH:22]=2)=[O:20])=[O:11])=[N:7][CH:8]=1.CI.[N:37]1C=CC=CC=1. The catalyst is CCN(CC)CC.CC(C)=O.C(O)(=O)C.CO. The product is [Cl:2][C:3]1[CH:4]=[CH:5][C:6]([NH:9][C:10]([C:12]2[CH:17]=[CH:16][CH:15]=[CH:14][C:13]=2[NH:18][C:19]([C:21]2[CH:26]=[CH:25][C:24]([C:27]3[CH:32]=[CH:31][CH:30]=[CH:29][C:28]=3[C:33]([NH2:37])=[NH:34])=[CH:23][CH:22]=2)=[O:20])=[O:11])=[N:7][CH:8]=1. The yield is 0.150. (2) The reactants are Br[C:2]1[CH:26]=[CH:25][C:5]2[N:6]=[C:7]([O:9][CH:10]3[CH2:15][CH2:14][N:13]([C:16]4[N:21]=[CH:20][C:19]([CH2:22][CH2:23][CH3:24])=[CH:18][N:17]=4)[CH2:12][CH2:11]3)[S:8][C:4]=2[CH:3]=1.[N+]([O-])(O)=O.[NH:31]1[CH2:36][CH2:35][CH:34]([C:37]([N:39]2[CH2:43][CH2:42][CH2:41][CH2:40]2)=[O:38])[CH2:33][CH2:32]1.CC(C)([O-])C.[Na+].C1C=CC(P(C2C(C3C(P(C4C=CC=CC=4)C4C=CC=CC=4)=CC=C4C=3C=CC=C4)=C3C(C=CC=C3)=CC=2)C2C=CC=CC=2)=CC=1. The product is [CH2:22]([C:19]1[CH:18]=[N:17][C:16]([N:13]2[CH2:14][CH2:15][CH:10]([O:9][C:7]3[S:8][C:4]4[CH:3]=[C:2]([N:31]5[CH2:32][CH2:33][CH:34]([C:37]([N:39]6[CH2:43][CH2:42][CH2:41][CH2:40]6)=[O:38])[CH2:35][CH2:36]5)[CH:26]=[CH:25][C:5]=4[N:6]=3)[CH2:11][CH2:12]2)=[N:21][CH:20]=1)[CH2:23][CH3:24]. The catalyst is C1(C)C=CC=CC=1.O.C1C=CC(/C=C/C(/C=C/C2C=CC=CC=2)=O)=CC=1.C1C=CC(/C=C/C(/C=C/C2C=CC=CC=2)=O)=CC=1.C1C=CC(/C=C/C(/C=C/C2C=CC=CC=2)=O)=CC=1.[Pd].[Pd]. The yield is 0.130. (3) The reactants are Br[C:2]1[CH:3]=[C:4]2[N:12]([CH3:13])[CH:11]=[CH:10][C:5]2=[N:6][C:7]=1[C:8]#[N:9].[NH:14]1[CH2:17][CH:16]([OH:18])[CH2:15]1.CC1(C)C2C(=C(P(C3C=CC=CC=3)C3C=CC=CC=3)C=CC=2)OC2C(P(C3C=CC=CC=3)C3C=CC=CC=3)=CC=CC1=2.C(=O)([O-])[O-].[Cs+].[Cs+]. The catalyst is O1CCOCC1.CC([O-])=O.CC([O-])=O.[Pd+2]. The product is [OH:18][CH:16]1[CH2:17][N:14]([C:2]2[CH:3]=[C:4]3[N:12]([CH3:13])[CH:11]=[CH:10][C:5]3=[N:6][C:7]=2[C:8]#[N:9])[CH2:15]1. The yield is 0.670. (4) The reactants are [H-].[Na+].[CH3:3][C:4]#[N:5].C[O:7][C:8](=O)[C:9]1[CH:14]=[CH:13][CH:12]=[CH:11][C:10]=1[Br:15]. The catalyst is C1COCC1. The product is [Br:15][C:10]1[CH:11]=[CH:12][CH:13]=[CH:14][C:9]=1[C:8](=[O:7])[CH2:3][C:4]#[N:5]. The yield is 0.590. (5) The reactants are [C:1]([C:5]1[CH:14]=[CH:13][C:8]([C:9]([O:11][CH3:12])=[O:10])=[CH:7][C:6]=1[C:15]([CH3:17])=[CH2:16])([CH3:4])([CH3:3])[CH3:2]. The catalyst is CCO.CCOC(C)=O.[OH-].[OH-].[Pd+2]. The product is [C:1]([C:5]1[CH:14]=[CH:13][C:8]([C:9]([O:11][CH3:12])=[O:10])=[CH:7][C:6]=1[CH:15]([CH3:17])[CH3:16])([CH3:4])([CH3:3])[CH3:2]. The yield is 0.860. (6) The reactants are [CH3:1][CH:2]1[CH2:13][C:12]2[C:4](=[C:5]([CH3:15])[C:6]3[CH2:7][CH2:8][CH2:9][C:10]=3[C:11]=2[CH3:14])[C:3]1=O.[BH4-].[Na+].CO.CC1C=CC(S(O)(=O)=O)=CC=1. The catalyst is C1COCC1.C1(C)C=CC=CC=1. The product is [CH3:14][C:11]1[C:12]2[CH2:13][C:2]([CH3:1])=[CH:3][C:4]=2[C:5]([CH3:15])=[C:6]2[C:10]=1[CH2:9][CH2:8][CH2:7]2. The yield is 0.810.